This data is from Full USPTO retrosynthesis dataset with 1.9M reactions from patents (1976-2016). The task is: Predict the reactants needed to synthesize the given product. (1) The reactants are: [NH2:1][C:2]1[C:3]([C:9]([NH:11][NH:12][C:13]([C:15]2[S:16][CH:17]=[CH:18][C:19]=2[CH3:20])=[O:14])=O)=[N:4][C:5]([Br:8])=[CH:6][N:7]=1.CCN(C(C)C)C(C)C.BrP(Br)(C1C=CC=CC=1)(C1C=CC=CC=1)C1C=CC=CC=1. Given the product [Br:8][C:5]1[N:4]=[C:3]([C:9]2[O:14][C:13]([C:15]3[S:16][CH:17]=[CH:18][C:19]=3[CH3:20])=[N:12][N:11]=2)[C:2]([NH2:1])=[N:7][CH:6]=1, predict the reactants needed to synthesize it. (2) Given the product [CH2:1]([C:5]1[CH:10]=[CH:9][C:8]([C:11]#[C:12][C:13]2[CH:26]=[CH:25][C:16]([CH2:17][N:18]([CH2:19][CH2:20][CH2:21][CH2:22][CH2:23][CH3:24])[C:38]([C:36]3[CH:35]=[CH:34][C:32]4[O:33][C:28]([CH3:27])([CH3:42])[O:29][C:30](=[O:41])[C:31]=4[CH:37]=3)=[O:40])=[CH:15][CH:14]=2)=[CH:7][CH:6]=1)[CH2:2][CH2:3][CH3:4], predict the reactants needed to synthesize it. The reactants are: [CH2:1]([C:5]1[CH:10]=[CH:9][C:8]([C:11]#[C:12][C:13]2[CH:26]=[CH:25][C:16]([CH2:17][NH:18][CH2:19][CH2:20][CH2:21][CH2:22][CH2:23][CH3:24])=[CH:15][CH:14]=2)=[CH:7][CH:6]=1)[CH2:2][CH2:3][CH3:4].[CH3:27][C:28]1([CH3:42])[O:33][C:32]2[CH:34]=[CH:35][C:36]([C:38]([OH:40])=O)=[CH:37][C:31]=2[C:30](=[O:41])[O:29]1.CCN=C=NCCCN(C)C.Cl.C1C=CC2N(O)N=NC=2C=1.CCN(C(C)C)C(C)C. (3) The reactants are: [CH3:1][O:2][C:3]1[CH:4]=[C:5]([OH:9])[CH:6]=[CH:7][CH:8]=1.C(=O)([O-])[O-].[K+].[K+].[F:16][C:17]1[CH:26]=[C:25](F)[C:24]([F:28])=[CH:23][C:18]=1[C:19]([O:21][CH3:22])=[O:20]. Given the product [F:16][C:17]1[CH:26]=[C:25]([O:9][C:5]2[CH:6]=[CH:7][CH:8]=[C:3]([O:2][CH3:1])[CH:4]=2)[C:24]([F:28])=[CH:23][C:18]=1[C:19]([O:21][CH3:22])=[O:20], predict the reactants needed to synthesize it. (4) Given the product [CH2:30]([NH:29][C:7]1[CH:8]=[CH:9][C:10]([CH2:12][N:13]2[C:17](=[O:18])[N:16]([C:19]3[CH:24]=[CH:23][C:22]([C:25]([F:26])([F:27])[F:28])=[CH:21][CH:20]=3)[N:15]=[N:14]2)=[CH:11][C:6]=1[CH3:5])[CH3:31], predict the reactants needed to synthesize it. The reactants are: C(O)(=O)C.[CH3:5][C:6]1[CH:11]=[C:10]([CH2:12][N:13]2[C:17](=[O:18])[N:16]([C:19]3[CH:24]=[CH:23][C:22]([C:25]([F:28])([F:27])[F:26])=[CH:21][CH:20]=3)[N:15]=[N:14]2)[CH:9]=[CH:8][C:7]=1[N:29]=[C:30](OCC)[CH3:31].C([BH3-])#N.[Na+].